This data is from Forward reaction prediction with 1.9M reactions from USPTO patents (1976-2016). The task is: Predict the product of the given reaction. (1) Given the reactants C(O)(C(F)(F)F)=O.[CH2:8]([O:15][C:16]([N:18]1[CH2:23][CH2:22][C:21](=O)[CH2:20][CH2:19]1)=[O:17])[C:9]1[CH:14]=[CH:13][CH:12]=[CH:11][CH:10]=1.[Cl:25][C:26]1[C:31]([NH2:32])=[CH:30][CH:29]=[CH:28][N:27]=1.C(O[BH-](OC(=O)C)OC(=O)C)(=O)C.[Na+].[OH-].[Na+], predict the reaction product. The product is: [Cl:25][C:26]1[C:31]([NH:32][CH:21]2[CH2:22][CH2:23][N:18]([C:16]([O:15][CH2:8][C:9]3[CH:14]=[CH:13][CH:12]=[CH:11][CH:10]=3)=[O:17])[CH2:19][CH2:20]2)=[CH:30][CH:29]=[CH:28][N:27]=1. (2) Given the reactants [NH2:1][C:2]1[N:6]([CH3:7])[CH:5]=[N:4][C:3]=1[C:8]([NH2:10])=[O:9].[N:11]1[CH:16]=[CH:15][CH:14]=[CH:13][C:12]=1[C:17](O)=O.C(N(CC)CC)C.Cl, predict the reaction product. The product is: [CH3:7][N:6]1[CH:5]=[N:4][C:3]2[C:2]1=[N:1][C:17]([C:12]1[CH:13]=[CH:14][CH:15]=[CH:16][N:11]=1)=[N:10][C:8]=2[OH:9]. (3) The product is: [CH2:11]([N:6]1[C@H:7]([CH3:10])[CH2:8][O:9][C:4]([CH2:1][CH:2]=[O:21])([CH3:19])[C:5]1=[O:18])[C:12]1[CH:17]=[CH:16][CH:15]=[CH:14][CH:13]=1. Given the reactants [CH2:1]([C:4]1([CH3:19])[O:9][CH2:8][C@@H:7]([CH3:10])[N:6]([CH2:11][C:12]2[CH:17]=[CH:16][CH:15]=[CH:14][CH:13]=2)[C:5]1=[O:18])[CH:2]=C.I([O-])(=O)(=O)=[O:21].[Na+], predict the reaction product. (4) Given the reactants [C:1]([N:4]1[CH2:9][CH2:8][N:7]([C:10]2[CH:11]=[CH:12][C:13]([CH2:16][CH2:17][C:18]3[CH:19]=[C:20]([CH2:23][CH2:24][CH2:25][NH:26][C:27]([NH:29][NH:30]C(OC(C)(C)C)=O)=[O:28])[S:21][CH:22]=3)=[N:14][CH:15]=2)[CH2:6][CH2:5]1)(=[O:3])[CH3:2].FC(F)(F)C(O)=O, predict the reaction product. The product is: [C:1]([N:4]1[CH2:9][CH2:8][N:7]([C:10]2[CH:11]=[CH:12][C:13]([CH2:16][CH2:17][C:18]3[CH:19]=[C:20]([CH2:23][CH2:24][CH2:25][NH:26][C:27]([NH:29][NH2:30])=[O:28])[S:21][CH:22]=3)=[N:14][CH:15]=2)[CH2:6][CH2:5]1)(=[O:3])[CH3:2]. (5) Given the reactants Br[C:2]1[CH:7]=[CH:6][C:5]([CH2:8][C:9]([NH:11][C:12]2[CH:13]=[N:14][C:15]([O:22][CH2:23][CH2:24][N:25]([CH3:27])[CH3:26])=[C:16]([C:18]([F:21])([F:20])[F:19])[CH:17]=2)=[O:10])=[C:4]([F:28])[CH:3]=1.[CH3:29][C:30]1([CH3:46])[C:34]([CH3:36])([CH3:35])[O:33][B:32]([B:32]2[O:33][C:34]([CH3:36])([CH3:35])[C:30]([CH3:46])([CH3:29])[O:31]2)[O:31]1.C([O-])(=O)C.[K+], predict the reaction product. The product is: [CH3:26][N:25]([CH3:27])[CH2:24][CH2:23][O:22][C:15]1[N:14]=[CH:13][C:12]([NH:11][C:9](=[O:10])[CH2:8][C:5]2[CH:6]=[CH:7][C:2]([B:32]3[O:33][C:34]([CH3:36])([CH3:35])[C:30]([CH3:46])([CH3:29])[O:31]3)=[CH:3][C:4]=2[F:28])=[CH:17][C:16]=1[C:18]([F:21])([F:20])[F:19].